Dataset: Forward reaction prediction with 1.9M reactions from USPTO patents (1976-2016). Task: Predict the product of the given reaction. (1) Given the reactants [CH:1]([N:4]1[C:8]([C:9]([OH:11])=O)=[CH:7][C:6]([CH3:12])=[N:5]1)([CH3:3])[CH3:2].O1CCCC1.C(Cl)(=O)C(Cl)=O.[NH2:24][C:25]1[CH:26]=[C:27]([CH:44]=[CH:45][CH:46]=1)[O:28][C:29]1[CH:30]=[CH:31][C:32]2[N:33]([N:35]=[C:36]([NH:38][C:39]([CH:41]3[CH2:43][CH2:42]3)=[O:40])[N:37]=2)[CH:34]=1, predict the reaction product. The product is: [CH:41]1([C:39]([NH:38][C:36]2[N:37]=[C:32]3[CH:31]=[CH:30][C:29]([O:28][C:27]4[CH:26]=[C:25]([NH:24][C:9]([C:8]5[N:4]([CH:1]([CH3:2])[CH3:3])[N:5]=[C:6]([CH3:12])[CH:7]=5)=[O:11])[CH:46]=[CH:45][CH:44]=4)=[CH:34][N:33]3[N:35]=2)=[O:40])[CH2:42][CH2:43]1. (2) Given the reactants [F:1][C:2]([F:7])([F:6])[C:3]([OH:5])=[O:4].[F:8][C:9]([F:14])([F:13])[C:10]([OH:12])=[O:11].F[C:16](F)(F)[C:17](O)=[O:18].[Cl:22][C:23]1[CH:24]=[N:25][C:26]2[NH:27][C:28]3[CH:29]=[N:30][CH:31]=[C:32]([CH:54]=3)[CH2:33][CH2:34][C:35]3[CH:43]=[C:39]([NH:40][C:41]=1[N:42]=2)[CH:38]=[CH:37][C:36]=3[NH:44][C:45](=[O:53])[CH2:46][CH:47]1[CH2:52][CH2:51][NH:50][CH2:49][CH2:48]1.C(Cl)(=O)C, predict the reaction product. The product is: [F:1][C:2]([F:7])([F:6])[C:3]([OH:5])=[O:4].[F:8][C:9]([F:14])([F:13])[C:10]([OH:12])=[O:11].[C:17]([N:50]1[CH2:51][CH2:52][CH:47]([CH2:46][C:45]([NH:44][C:36]2[CH:37]=[CH:38][C:39]3[NH:40][C:41]4[N:42]=[C:26]([NH:27][C:28]5[CH:29]=[N:30][CH:31]=[C:32]([CH:54]=5)[CH2:33][CH2:34][C:35]=2[CH:43]=3)[N:25]=[CH:24][C:23]=4[Cl:22])=[O:53])[CH2:48][CH2:49]1)(=[O:18])[CH3:16]. (3) Given the reactants C([NH:5][S:6]([C:9]1[CH:14]=[CH:13][CH:12]=[C:11]([C:15]2[N:16]=[CH:17][N:18]([C:20]3[N:25]=[C:24]([C:26]([F:29])([F:28])[F:27])[CH:23]=[C:22]([C:30]4[CH:35]=[CH:34][C:33]([Cl:36])=[CH:32][CH:31]=4)[N:21]=3)[CH:19]=2)[CH:10]=1)(=[O:8])=[O:7])(C)(C)C.C(O)(C(F)(F)F)=O, predict the reaction product. The product is: [Cl:36][C:33]1[CH:32]=[CH:31][C:30]([C:22]2[CH:23]=[C:24]([C:26]([F:27])([F:28])[F:29])[N:25]=[C:20]([N:18]3[CH:19]=[C:15]([C:11]4[CH:10]=[C:9]([S:6]([NH2:5])(=[O:7])=[O:8])[CH:14]=[CH:13][CH:12]=4)[N:16]=[CH:17]3)[N:21]=2)=[CH:35][CH:34]=1. (4) Given the reactants [F:1][C:2]1[CH:3]=[CH:4][C:5]([N+:9]([O-:11])=[O:10])=[C:6]([CH:8]=1)N.N([O-])=O.[Na+].[I-:16].[K+], predict the reaction product. The product is: [F:1][C:2]1[CH:3]=[CH:4][C:5]([N+:9]([O-:11])=[O:10])=[C:6]([I:16])[CH:8]=1. (5) Given the reactants [F:1][C:2]1[CH:7]=[CH:6][C:5]([N:8]2[CH:11]([C:12]3[CH:17]=[CH:16][C:15]([OH:18])=[CH:14][CH:13]=3)[CH:10]([CH2:19][CH2:20][CH:21]([C:23]3[CH:28]=[CH:27][C:26]([F:29])=[CH:25][CH:24]=3)[OH:22])[C:9]2=[O:30])=[CH:4][CH:3]=1.[Br:31][CH2:32][C:33]1[CH:38]=[CH:37][C:36]([CH2:39]Br)=[CH:35][CH:34]=1.C(=O)([O-])[O-].[K+].[K+], predict the reaction product. The product is: [Br:31][CH2:32][C:33]1[CH:38]=[CH:37][C:36]([CH2:39][O:18][C:15]2[CH:14]=[CH:13][C:12]([CH:11]3[N:8]([C:5]4[CH:4]=[CH:3][C:2]([F:1])=[CH:7][CH:6]=4)[C:9](=[O:30])[CH:10]3[CH2:19][CH2:20][CH:21]([C:23]3[CH:24]=[CH:25][C:26]([F:29])=[CH:27][CH:28]=3)[OH:22])=[CH:17][CH:16]=2)=[CH:35][CH:34]=1. (6) Given the reactants [CH3:1][O:2][C:3]1[C:11]2[O:10][C:9]([CH3:13])([CH3:12])[CH2:8][C:7]=2[C:6]([C:14]2[CH2:19][C:18]([CH3:21])([CH3:20])[C:17](=[O:22])[N:16]([CH:23]3[CH2:28][CH2:27][N:26]([C:29](=[O:46])[C@H:30]([NH:38]C(=O)OC(C)(C)C)[CH2:31][C:32]4[CH:37]=[CH:36][CH:35]=[CH:34][CH:33]=4)[CH2:25][CH2:24]3)[N:15]=2)=[CH:5][CH:4]=1.C(Cl)Cl, predict the reaction product. The product is: [NH2:38][C@H:30]([CH2:31][C:32]1[CH:33]=[CH:34][CH:35]=[CH:36][CH:37]=1)[C:29]([N:26]1[CH2:27][CH2:28][CH:23]([N:16]2[C:17](=[O:22])[C:18]([CH3:20])([CH3:21])[CH2:19][C:14]([C:6]3[C:7]4[CH2:8][C:9]([CH3:12])([CH3:13])[O:10][C:11]=4[C:3]([O:2][CH3:1])=[CH:4][CH:5]=3)=[N:15]2)[CH2:24][CH2:25]1)=[O:46].